From a dataset of Forward reaction prediction with 1.9M reactions from USPTO patents (1976-2016). Predict the product of the given reaction. (1) The product is: [Br:27][C:28]1[CH:29]=[C:30]([CH:34]=[CH:35][CH:36]=1)[C:31]([NH:1][CH2:2][C@H:3]1[N:10]([C:11]([C:13]2[N:14]=[C:15]([CH3:25])[S:16][C:17]=2[C:18]2[CH:19]=[C:20]([CH3:24])[CH:21]=[CH:22][CH:23]=2)=[O:12])[CH2:9][C@H:8]2[C@@H:4]1[CH2:5][CH:6]([CH3:26])[CH2:7]2)=[O:32]. Given the reactants [NH2:1][CH2:2][C@H:3]1[N:10]([C:11]([C:13]2[N:14]=[C:15]([CH3:25])[S:16][C:17]=2[C:18]2[CH:19]=[C:20]([CH3:24])[CH:21]=[CH:22][CH:23]=2)=[O:12])[CH2:9][C@H:8]2[C@@H:4]1[CH2:5][CH:6]([CH3:26])[CH2:7]2.[Br:27][C:28]1[CH:29]=[C:30]([CH:34]=[CH:35][CH:36]=1)[C:31](O)=[O:32], predict the reaction product. (2) Given the reactants C([Li])CCC.[CH2:6]([C@H:13]1[CH2:17][O:16][C:15](=[O:18])[NH:14]1)[C:7]1[CH:12]=[CH:11][CH:10]=[CH:9][CH:8]=1.[O:19]1[CH2:23][CH2:22][CH2:21][CH:20]1[C:24](Cl)=[O:25], predict the reaction product. The product is: [CH2:6]([C@H:13]1[CH2:17][O:16][C:15](=[O:18])[N:14]1[C:24]([CH:20]1[CH2:21][CH2:22][CH2:23][O:19]1)=[O:25])[C:7]1[CH:8]=[CH:9][CH:10]=[CH:11][CH:12]=1.